Dataset: NCI-60 drug combinations with 297,098 pairs across 59 cell lines. Task: Regression. Given two drug SMILES strings and cell line genomic features, predict the synergy score measuring deviation from expected non-interaction effect. (1) Drug 1: CN(CCCl)CCCl.Cl. Drug 2: CC12CCC3C(C1CCC2OP(=O)(O)O)CCC4=C3C=CC(=C4)OC(=O)N(CCCl)CCCl.[Na+]. Cell line: MCF7. Synergy scores: CSS=-6.65, Synergy_ZIP=-1.77, Synergy_Bliss=-6.44, Synergy_Loewe=-20.3, Synergy_HSA=-11.3. (2) Drug 1: CN1C(=O)N2C=NC(=C2N=N1)C(=O)N. Drug 2: COC1=NC(=NC2=C1N=CN2C3C(C(C(O3)CO)O)O)N. Cell line: LOX IMVI. Synergy scores: CSS=2.02, Synergy_ZIP=-2.88, Synergy_Bliss=-3.26, Synergy_Loewe=-6.65, Synergy_HSA=-3.69. (3) Drug 1: C1CC(=O)NC(=O)C1N2CC3=C(C2=O)C=CC=C3N. Drug 2: CCC1=CC2CC(C3=C(CN(C2)C1)C4=CC=CC=C4N3)(C5=C(C=C6C(=C5)C78CCN9C7C(C=CC9)(C(C(C8N6C)(C(=O)OC)O)OC(=O)C)CC)OC)C(=O)OC.C(C(C(=O)O)O)(C(=O)O)O. Cell line: NCIH23. Synergy scores: CSS=15.0, Synergy_ZIP=-1.40, Synergy_Bliss=-5.25, Synergy_Loewe=-43.4, Synergy_HSA=-3.32. (4) Drug 1: CCC(=C(C1=CC=CC=C1)C2=CC=C(C=C2)OCCN(C)C)C3=CC=CC=C3.C(C(=O)O)C(CC(=O)O)(C(=O)O)O. Drug 2: CC1=C(N=C(N=C1N)C(CC(=O)N)NCC(C(=O)N)N)C(=O)NC(C(C2=CN=CN2)OC3C(C(C(C(O3)CO)O)O)OC4C(C(C(C(O4)CO)O)OC(=O)N)O)C(=O)NC(C)C(C(C)C(=O)NC(C(C)O)C(=O)NCCC5=NC(=CS5)C6=NC(=CS6)C(=O)NCCC[S+](C)C)O. Cell line: 786-0. Synergy scores: CSS=33.8, Synergy_ZIP=-6.07, Synergy_Bliss=2.45, Synergy_Loewe=-25.6, Synergy_HSA=2.32. (5) Drug 1: CC1=CC2C(CCC3(C2CCC3(C(=O)C)OC(=O)C)C)C4(C1=CC(=O)CC4)C. Drug 2: C1=NC2=C(N=C(N=C2N1C3C(C(C(O3)CO)O)O)F)N. Cell line: UO-31. Synergy scores: CSS=7.94, Synergy_ZIP=-1.02, Synergy_Bliss=6.58, Synergy_Loewe=5.44, Synergy_HSA=5.44. (6) Drug 1: CC1C(C(CC(O1)OC2CC(CC3=C2C(=C4C(=C3O)C(=O)C5=C(C4=O)C(=CC=C5)OC)O)(C(=O)C)O)N)O.Cl. Drug 2: CCC1(C2=C(COC1=O)C(=O)N3CC4=CC5=C(C=CC(=C5CN(C)C)O)N=C4C3=C2)O.Cl. Cell line: OVCAR-8. Synergy scores: CSS=30.6, Synergy_ZIP=-7.90, Synergy_Bliss=-1.54, Synergy_Loewe=-0.478, Synergy_HSA=0.800. (7) Drug 1: CCCCCOC(=O)NC1=NC(=O)N(C=C1F)C2C(C(C(O2)C)O)O. Drug 2: C1CC(=O)NC(=O)C1N2C(=O)C3=CC=CC=C3C2=O. Cell line: SF-268. Synergy scores: CSS=-3.89, Synergy_ZIP=2.85, Synergy_Bliss=1.96, Synergy_Loewe=-3.96, Synergy_HSA=-3.72. (8) Drug 1: C1CN1P(=S)(N2CC2)N3CC3. Drug 2: C1=NC2=C(N=C(N=C2N1C3C(C(C(O3)CO)O)O)F)N. Cell line: A498. Synergy scores: CSS=0.602, Synergy_ZIP=-0.333, Synergy_Bliss=4.22, Synergy_Loewe=-1.83, Synergy_HSA=0.951. (9) Drug 1: CC1=C(N=C(N=C1N)C(CC(=O)N)NCC(C(=O)N)N)C(=O)NC(C(C2=CN=CN2)OC3C(C(C(C(O3)CO)O)O)OC4C(C(C(C(O4)CO)O)OC(=O)N)O)C(=O)NC(C)C(C(C)C(=O)NC(C(C)O)C(=O)NCCC5=NC(=CS5)C6=NC(=CS6)C(=O)NCCC[S+](C)C)O. Drug 2: CCCCC(=O)OCC(=O)C1(CC(C2=C(C1)C(=C3C(=C2O)C(=O)C4=C(C3=O)C=CC=C4OC)O)OC5CC(C(C(O5)C)O)NC(=O)C(F)(F)F)O. Cell line: SK-MEL-28. Synergy scores: CSS=50.0, Synergy_ZIP=5.17, Synergy_Bliss=4.56, Synergy_Loewe=4.90, Synergy_HSA=5.32. (10) Drug 1: C1CN(CCN1C(=O)CCBr)C(=O)CCBr. Drug 2: C1C(C(OC1N2C=NC3=C2NC=NCC3O)CO)O. Cell line: SF-295. Synergy scores: CSS=32.9, Synergy_ZIP=-11.5, Synergy_Bliss=-4.15, Synergy_Loewe=-0.329, Synergy_HSA=-1.70.